This data is from Forward reaction prediction with 1.9M reactions from USPTO patents (1976-2016). The task is: Predict the product of the given reaction. (1) Given the reactants [CH3:1][O:2][C:3](=[O:20])[CH2:4][C:5]1[CH:10]=[CH:9][CH:8]=[C:7]([NH:11][C:12]([C:14]2[O:15][C:16](Br)=[CH:17][CH:18]=2)=[O:13])[CH:6]=1.[Cl:21][C:22]1[CH:27]=[C:26]([Cl:28])[CH:25]=[CH:24][C:23]=1B(O)O, predict the reaction product. The product is: [CH3:1][O:2][C:3](=[O:20])[CH2:4][C:5]1[CH:10]=[CH:9][CH:8]=[C:7]([NH:11][C:12]([C:14]2[O:15][C:16]([C:25]3[CH:24]=[CH:23][C:22]([Cl:21])=[CH:27][C:26]=3[Cl:28])=[CH:17][CH:18]=2)=[O:13])[CH:6]=1. (2) Given the reactants [C:1]1([C:16]2[CH:21]=[CH:20][CH:19]=[CH:18][CH:17]=2)[CH:6]=[CH:5][CH:4]=[CH:3][C:2]=1[C:7]1[CH:15]=[CH:14][CH:13]=[C:12]2[C:8]=1[CH:9]=[CH:10][NH:11]2.C([OH:24])C.C(O)(=O)C.[Br-].[Br-].[Br-].[NH+]1C=CC=CC=1.[NH+]1C=CC=CC=1.[NH+]1C=CC=CC=1, predict the reaction product. The product is: [C:1]1([C:16]2[CH:17]=[CH:18][CH:19]=[CH:20][CH:21]=2)[CH:6]=[CH:5][CH:4]=[CH:3][C:2]=1[C:7]1[CH:15]=[CH:14][CH:13]=[C:12]2[C:8]=1[CH2:9][C:10](=[O:24])[NH:11]2.